Dataset: Forward reaction prediction with 1.9M reactions from USPTO patents (1976-2016). Task: Predict the product of the given reaction. (1) Given the reactants [CH3:1][O:2][C:3]1[CH:8]=[CH:7][C:6]([C:9]2[N:16]3[C:12]([S:13][C:14]4[CH:20]=[CH:19][CH:18]=[CH:17][C:15]=43)=[C:11]([C:21]([O-])=[O:22])[C:10]=2[C:24]([O-])=[O:25])=[CH:5][CH:4]=1.[H-].[Al+3].[Li+].[H-].[H-].[H-].[H-].[NH4+].[OH-], predict the reaction product. The product is: [CH3:1][O:2][C:3]1[CH:4]=[CH:5][C:6]([C:9]2[N:16]3[C:12]([S:13][C:14]4[CH:20]=[CH:19][CH:18]=[CH:17][C:15]=43)=[C:11]([CH2:21][OH:22])[C:10]=2[CH2:24][OH:25])=[CH:7][CH:8]=1. (2) The product is: [C:1]([O:4][C:5]1[CH:6]=[C:7]2[C:12](=[CH:13][CH:14]=1)[N:11]=[C:10]([C:15]1[CH:20]=[CH:19][CH:18]=[C:17]([N+:21]([O-:23])=[O:22])[CH:16]=1)[N:9]=[C:8]2[NH:25][C:26]1[CH:27]=[C:28]2[C:32](=[CH:33][CH:34]=1)[N:31]([C:35]([O:37][C:38]([CH3:41])([CH3:40])[CH3:39])=[O:36])[N:30]=[CH:29]2)(=[O:3])[CH3:2]. Given the reactants [C:1]([O:4][C:5]1[CH:6]=[C:7]2[C:12](=[CH:13][CH:14]=1)[N:11]=[C:10]([C:15]1[CH:20]=[CH:19][CH:18]=[C:17]([N+:21]([O-:23])=[O:22])[CH:16]=1)[N:9]=[C:8]2Cl)(=[O:3])[CH3:2].[NH2:25][C:26]1[CH:27]=[C:28]2[C:32](=[CH:33][CH:34]=1)[N:31]([C:35]([O:37][C:38]([CH3:41])([CH3:40])[CH3:39])=[O:36])[N:30]=[CH:29]2, predict the reaction product. (3) Given the reactants [CH2:1]1[CH2:10][O:9][C:8]2[CH:7]=[CH:6][C:5]([NH:11]C3C(F)=CN=C(NC4C=CC=C(O)C=4)N=3)=[CH:4][C:3]=2[O:2]1.[Br:27][C:28]1[C:29]([NH:35][C:36]2[CH:41]=[CH:40][CH:39]=[C:38]([OH:42])[CH:37]=2)=[N:30][C:31](Cl)=[N:32][CH:33]=1.C1COC2C=CC(N)=CC=2O1, predict the reaction product. The product is: [Br:27][C:28]1[C:29]([NH:35][C:36]2[CH:41]=[CH:40][CH:39]=[C:38]([OH:42])[CH:37]=2)=[N:30][C:31]([NH:11][C:5]2[CH:6]=[CH:7][C:8]3[O:9][CH2:10][CH2:1][O:2][C:3]=3[CH:4]=2)=[N:32][CH:33]=1. (4) Given the reactants [Br:1][C:2]1[S:6][C:5]([C:7]2[NH:11][N:10]=[N:9][N:8]=2)=[N:4][N:3]=1.Br[CH2:13][C:14]([O:16][C:17]([CH3:20])([CH3:19])[CH3:18])=[O:15], predict the reaction product. The product is: [C:17]([O:16][C:14](=[O:15])[CH2:13][N:10]1[N:9]=[N:8][C:7]([C:5]2[S:6][C:2]([Br:1])=[N:3][N:4]=2)=[N:11]1)([CH3:20])([CH3:19])[CH3:18]. (5) Given the reactants [CH:1]1([CH2:6][CH:7]([C:18]2[NH:19][C:20]([C:23](=[O:27])[CH:24]([CH3:26])[CH3:25])=[CH:21][N:22]=2)[C:8]2[CH:13]=[CH:12][C:11]([S:14]([CH3:17])(=[O:16])=[O:15])=[CH:10][CH:9]=2)[CH2:5][CH2:4][CH2:3][CH2:2]1.[Xe](F)[F:29], predict the reaction product. The product is: [CH:1]1([CH2:6][CH:7]([C:18]2[NH:19][C:20]([C:23](=[O:27])[CH:24]([CH3:25])[CH3:26])=[C:21]([F:29])[N:22]=2)[C:8]2[CH:9]=[CH:10][C:11]([S:14]([CH3:17])(=[O:15])=[O:16])=[CH:12][CH:13]=2)[CH2:5][CH2:4][CH2:3][CH2:2]1. (6) Given the reactants [Br:1][C:2]1[C:7]([F:8])=[CH:6][CH:5]=[CH:4][C:3]=1[OH:9].[CH2:10](Br)[C:11]1[CH:16]=[CH:15][CH:14]=[CH:13][CH:12]=1, predict the reaction product. The product is: [CH2:10]([O:9][C:3]1[CH:4]=[CH:5][CH:6]=[C:7]([F:8])[C:2]=1[Br:1])[C:11]1[CH:16]=[CH:15][CH:14]=[CH:13][CH:12]=1. (7) Given the reactants [Cl:1][CH2:2][CH2:3][CH2:4][S:5](Cl)(=[O:7])=[O:6].C(N(CC)CC)C.[OH:16][CH2:17][C:18]([CH3:35])([CH3:34])[C@@H:19]([O:26][Si:27]([CH3:33])([CH3:32])[C:28]([CH3:31])([CH3:30])[CH3:29])/[CH:20]=[CH:21]/[C:22]([O:24][CH3:25])=[O:23], predict the reaction product. The product is: [Cl:1][CH2:2][CH2:3][CH2:4][S:5]([O:16][CH2:17][C:18]([CH3:35])([CH3:34])[C@@H:19]([O:26][Si:27]([CH3:33])([CH3:32])[C:28]([CH3:30])([CH3:29])[CH3:31])/[CH:20]=[CH:21]/[C:22]([O:24][CH3:25])=[O:23])(=[O:7])=[O:6]. (8) The product is: [CH3:18][O:19][C:20]1[CH:21]=[C:22]2[C:27](=[CH:28][C:29]=1[O:30][CH3:31])[C:26]([CH2:32][CH2:33][CH3:34])=[N:25][C:24]([OH:35])=[C:23]2[CH2:40][C:41]1[CH:42]=[N:43][C:44]2[C:49]([CH:50]=1)=[CH:48][CH:47]=[C:46]([O:51][CH3:52])[CH:45]=2. Given the reactants C(C1C2C(=CC(OC)=C(OC)C=2)C=C(O)N=1)C.[CH3:18][O:19][C:20]1[CH:21]=[C:22]2[C:27](=[CH:28][C:29]=1[O:30][CH3:31])[C:26]([CH2:32][CH2:33][CH3:34])=[N:25][C:24]([OH:35])=[CH:23]2.[OH-].[K+].Cl.Cl[CH2:40][C:41]1[CH:42]=[N:43][C:44]2[C:49]([CH:50]=1)=[CH:48][CH:47]=[C:46]([O:51][CH3:52])[CH:45]=2, predict the reaction product. (9) Given the reactants C(OC([N:8]1[CH2:12][C@H:11]([CH:13]=O)[C@@H:10]([CH2:15][C:16]2[CH:21]=[CH:20][CH:19]=[CH:18][CH:17]=2)[CH2:9]1)=O)(C)(C)C.[F:22][C:23]1[CH:28]=[CH:27][C:26]([NH2:29])=[CH:25][CH:24]=1.[CH2:30](Br)[C:31]1[CH:36]=[CH:35][CH:34]=[CH:33][CH:32]=1.CC#N.O, predict the reaction product. The product is: [CH2:30]([N:29]([CH2:13][C@@H:11]1[C@@H:10]([CH2:15][C:16]2[CH:17]=[CH:18][CH:19]=[CH:20][CH:21]=2)[CH2:9][NH:8][CH2:12]1)[C:26]1[CH:27]=[CH:28][C:23]([F:22])=[CH:24][CH:25]=1)[C:31]1[CH:36]=[CH:35][CH:34]=[CH:33][CH:32]=1. (10) Given the reactants [OH:1][N:2]1[C:10](=[O:11])[C:9]2[C:4](=[CH:5][CH:6]=[CH:7][CH:8]=2)[C:3]1=[O:12].Cl.Cl[CH2:15][C:16]1[N:17]=[C:18]([NH2:21])[S:19][CH:20]=1.C(=O)([O-])[O-].[Cs+].[Cs+].[I-].[K+], predict the reaction product. The product is: [NH2:21][C:18]1[S:19][CH:20]=[C:16]([CH2:15][O:1][N:2]2[C:10](=[O:11])[C:9]3[C:4](=[CH:5][CH:6]=[CH:7][CH:8]=3)[C:3]2=[O:12])[N:17]=1.